From a dataset of Full USPTO retrosynthesis dataset with 1.9M reactions from patents (1976-2016). Predict the reactants needed to synthesize the given product. Given the product [O:1]1[CH:5]=[CH:4][N:3]=[C:2]1[C:26]([C:17]1[CH:16]=[C:15]([CH:20]([CH3:23])[C:21]#[N:22])[CH:14]=[CH:19][CH:18]=1)=[O:27], predict the reactants needed to synthesize it. The reactants are: [O:1]1[CH:5]=[CH:4][N:3]=[CH:2]1.[Li]CCCC.ClC([C:14]1[CH:19]=[CH:18][CH:17]=[CH:16][C:15]=1[CH:20]([CH3:23])[C:21]#[N:22])=O.C1C[O:27][CH2:26]C1.